Binary Classification. Given a miRNA mature sequence and a target amino acid sequence, predict their likelihood of interaction. From a dataset of Experimentally validated miRNA-target interactions with 360,000+ pairs, plus equal number of negative samples. (1) The protein sequence of the target gene is MNIMDFNVKKLAADAGTFLSRAVQFTEEKLGQAEKTELDAHLENLLSKAECTKIWTEKIMKQTEVLLQPNPNARIEEFVYEKLDRKAPSRINNPELLGQYMIDAGTEFGPGTAYGNALIKCGETQKRIGTADRELIQTSALNFLTPLRNFIEGDYKTIAKERKLLQNKRLDLDAAKTRLKKAKAAETKSSSEQELRITQSEFDRQAEITRLLLEGISSTHAHHLRCLNDFVEAQMTYYAQCYQYMLDLQKQLGSFPSNYLSNNNQTSGTPVPYALSNAIGPSAQASTGSLVITCPSNLND.... The miRNA is hsa-miR-4773 with sequence CAGAACAGGAGCAUAGAAAGGC. Result: 0 (no interaction). (2) The miRNA is hsa-miR-3183 with sequence GCCUCUCUCGGAGUCGCUCGGA. The protein sequence of the target gene is MSPVRRWGSPCLFPLQLFSLCWVLSVAQSKTVRYSTFEEDAPGTVIGTLAEDLHMKVSGDTSFRLMKQFNSSLLRVREGDGQLTVGDAGLDRERLCGQAPQCVLAFDVVSFSQEQFRLVHVEVEVRDVNDHAPRFPRAQIPVEVSEGAAVGTRIPLEVPVDEDVGANGLQTVRLAEPHSPFRVELQTRADGAQCADLVLLQELDRESQAAYSLELVAQDGGRPPRSATAALSVRVLDANDHSPAFPQGAVAEVELAEDAPVGSLLLDLDAADPDEGPNGDVVFAFGARTPPEARRLFRLD.... Result: 0 (no interaction). (3) The miRNA is hsa-miR-93-5p with sequence CAAAGUGCUGUUCGUGCAGGUAG. The protein sequence of the target gene is MSVSEIFVELQGFLAAEQDIREEIRKVVQSLEQTAREILTLLQGVHQGAGFQDIPKRCLKAREHFGTVKTHLTSLKTKFPAEQYYRFHEHWRFVLQRLVFLAAFVVYLETETLVTREAVTEILGIEPDREKGFHLDVEDYLSGVLILASELSRLSVNSVTAGDYSRPLHISTFINELDSGFRLLNLKNDSLRKRYDGLKYDVKKVEEVVYDLSIRGFNKETAAACVEK. Result: 1 (interaction). (4) The miRNA is mmu-miR-302d-3p with sequence UAAGUGCUUCCAUGUUUGAGUGU. The protein sequence of the target gene is MAKATDVLVFWFACLLLLGPARVAAGLYNLSLTADGPATVGTEVTISASLEVKDNGSLPLPADTHLYRFHWIHTPLTLTAKNEKNLTSTIHVVGGVPGDFPISVWVTAVDCWVCQPLARSTLLLPIKESLVGNIVVTQNTSLSWPNSYITKRSLRLSFLLHDPSDFFKSASFFYRWDFGDGTLLITDNPVVYYNYSSPGTFTVKVRVVAEWEQIKPDTTKGTIQKTGDFSASLDLRESLQGIQILGPTLLQTFQKLTMNLNFFGSPPLHVCWGLKPQCLPLEDRECHAVLVTRTSFNLTH.... Result: 0 (no interaction). (5) The miRNA is hsa-miR-665 with sequence ACCAGGAGGCUGAGGCCCCU. The protein sequence of the target gene is MSASVVSVISRFLEEYLSSTPQRLKLLDAYLLYILLTGALQFGYCLLVGTFPFNSFLSGFISCVGSFILAVCLRIQINPQNKADFQGISPERAFADFLFASTILHLVVMNFVG. Result: 1 (interaction).